Predict the reactants needed to synthesize the given product. From a dataset of Full USPTO retrosynthesis dataset with 1.9M reactions from patents (1976-2016). (1) Given the product [F:22][C:21]([F:24])([F:23])[S:18]([O:8][C:7]1[N:3]([CH3:2])[N:4]=[C:5]([CH3:10])[C:6]=1[CH3:9])(=[O:19])=[O:17], predict the reactants needed to synthesize it. The reactants are: Cl.[CH3:2][N:3]1[C:7](=[O:8])[C:6]([CH3:9])=[C:5]([CH3:10])[NH:4]1.N1C=CC=CC=1.[O:17](S(C(F)(F)F)(=O)=O)[S:18]([C:21]([F:24])([F:23])[F:22])(=O)=[O:19]. (2) The reactants are: Br[C:2]1[CH:10]=[CH:9][C:8]([C:11](=[O:13])[NH2:12])=[C:7]2[C:3]=1[CH:4]=[C:5]([C:14]1[CH2:19][CH2:18][N:17]([C:20]([O:22][C:23]([CH3:26])([CH3:25])[CH3:24])=[O:21])[CH2:16][CH:15]=1)[NH:6]2.[CH3:27][C:28]1[C:33](B2OC(C)(C)C(C)(C)O2)=[CH:32][CH:31]=[CH:30][C:29]=1[N:43]1[C:52](=[O:53])[C:51]2[C:46](=[CH:47][CH:48]=[CH:49][CH:50]=2)[N:45]=[CH:44]1.C([O-])([O-])=O.[Na+].[Na+]. Given the product [C:11]([C:8]1[CH:9]=[CH:10][C:2]([C:33]2[CH:32]=[CH:31][CH:30]=[C:29]([N:43]3[C:52](=[O:53])[C:51]4[C:46](=[CH:47][CH:48]=[CH:49][CH:50]=4)[N:45]=[CH:44]3)[C:28]=2[CH3:27])=[C:3]2[C:7]=1[NH:6][C:5]([C:14]1[CH2:19][CH2:18][N:17]([C:20]([O:22][C:23]([CH3:24])([CH3:25])[CH3:26])=[O:21])[CH2:16][CH:15]=1)=[CH:4]2)(=[O:13])[NH2:12], predict the reactants needed to synthesize it.